Dataset: Peptide-MHC class I binding affinity with 185,985 pairs from IEDB/IMGT. Task: Regression. Given a peptide amino acid sequence and an MHC pseudo amino acid sequence, predict their binding affinity value. This is MHC class I binding data. (1) The peptide sequence is SSEQTFMYY. The MHC is HLA-B58:01 with pseudo-sequence HLA-B58:01. The binding affinity (normalized) is 0.278. (2) The peptide sequence is YRLQNYECL. The MHC is H-2-Db with pseudo-sequence H-2-Db. The binding affinity (normalized) is 0.217. (3) The MHC is HLA-B08:02 with pseudo-sequence HLA-B08:02. The binding affinity (normalized) is 0.0847. The peptide sequence is DTVNRTHQY. (4) The peptide sequence is SRPTAPSSGR. The MHC is Mamu-B08 with pseudo-sequence Mamu-B08. The binding affinity (normalized) is 0. (5) The MHC is HLA-A02:01 with pseudo-sequence HLA-A02:01. The binding affinity (normalized) is 0.654. The peptide sequence is VMLLVLCAV. (6) The peptide sequence is GVVREFLTR. The MHC is HLA-A33:01 with pseudo-sequence HLA-A33:01. The binding affinity (normalized) is 0.123. (7) The peptide sequence is YLYTEYFLFL. The MHC is HLA-A68:02 with pseudo-sequence HLA-A68:02. The binding affinity (normalized) is 0.509. (8) The peptide sequence is FRAPNTREL. The MHC is HLA-B08:01 with pseudo-sequence HLA-B08:01. The binding affinity (normalized) is 0.181. (9) The peptide sequence is FAAAFFPAV. The MHC is HLA-A02:01 with pseudo-sequence HLA-A02:01. The binding affinity (normalized) is 0.970. (10) The peptide sequence is KTAVQMAVF. The MHC is HLA-A31:01 with pseudo-sequence HLA-A31:01. The binding affinity (normalized) is 0.352.